Dataset: Full USPTO retrosynthesis dataset with 1.9M reactions from patents (1976-2016). Task: Predict the reactants needed to synthesize the given product. (1) Given the product [CH:14]1([C@@H:20]([NH:22][C:23]([C:25]2[C:34]3[C:29](=[CH:30][CH:31]=[CH:32][CH:33]=3)[N:28]=[C:27]([C:35]3[CH:36]=[CH:37][CH:38]=[CH:39][CH:40]=3)[C:26]=2[CH2:41][N:10]2[CH2:11][CH2:12][N:7]([C:1]3[CH:2]=[CH:3][CH:4]=[CH:5][CH:6]=3)[C:8](=[O:13])[CH2:9]2)=[O:24])[CH3:21])[CH2:19][CH2:18][CH2:17][CH2:16][CH2:15]1, predict the reactants needed to synthesize it. The reactants are: [C:1]1([N:7]2[CH2:12][CH2:11][NH:10][CH2:9][C:8]2=[O:13])[CH:6]=[CH:5][CH:4]=[CH:3][CH:2]=1.[CH:14]1([C@@H:20]([NH:22][C:23]([C:25]2[C:34]3[C:29](=[CH:30][CH:31]=[CH:32][CH:33]=3)[N:28]=[C:27]([C:35]3[CH:40]=[CH:39][CH:38]=[CH:37][CH:36]=3)[C:26]=2[CH2:41]Br)=[O:24])[CH3:21])[CH2:19][CH2:18][CH2:17][CH2:16][CH2:15]1. (2) Given the product [CH3:1][O:5][C:6](=[O:36])[CH2:7][CH2:8][NH:9][CH:10]([C:15]1[CH:24]=[CH:23][C:22]2[C:17](=[CH:18][CH:19]=[C:20]([O:25][CH:26]3[CH2:27][CH2:28][CH:29]([C:32]([CH3:34])([CH3:33])[CH3:35])[CH2:30][CH2:31]3)[CH:21]=2)[CH:16]=1)[C:11]([F:14])([F:13])[F:12], predict the reactants needed to synthesize it. The reactants are: [C:1]([O:5][C:6](=[O:36])[CH2:7][CH2:8][NH:9][CH:10]([C:15]1[CH:24]=[CH:23][C:22]2[C:17](=[CH:18][CH:19]=[C:20]([O:25][CH:26]3[CH2:31][CH2:30][CH:29]([C:32]([CH3:35])([CH3:34])[CH3:33])[CH2:28][CH2:27]3)[CH:21]=2)[CH:16]=1)[C:11]([F:14])([F:13])[F:12])(C)(C)C.O1CCOCC1. (3) The reactants are: [CH2:1]([N:8]1[C:12]2[CH:13]=[CH:14][C:15]3[N:16]([C:17]([CH3:20])=[N:18][N:19]=3)[C:11]=2[CH:10]=[C:9]1[C:21]([OH:23])=O)[C:2]1[CH:7]=[CH:6][CH:5]=[CH:4][CH:3]=1.C(N(CC)C(C)C)(C)C.F[P-](F)(F)(F)(F)F.C[N+](C)=C(N(C)C)ON1C2N=CC=CC=2N=N1.Cl.[NH:58]1[CH2:61][CH:60]([C:62]#[N:63])[CH2:59]1. Given the product [CH2:1]([N:8]1[C:12]2[CH:13]=[CH:14][C:15]3[N:16]([C:17]([CH3:20])=[N:18][N:19]=3)[C:11]=2[CH:10]=[C:9]1[C:21]([N:58]1[CH2:61][CH:60]([C:62]#[N:63])[CH2:59]1)=[O:23])[C:2]1[CH:7]=[CH:6][CH:5]=[CH:4][CH:3]=1, predict the reactants needed to synthesize it. (4) Given the product [CH2:1]([S:3]([C:6]1[CH:7]=[C:8]([CH:9]=[CH:10][CH:11]=1)[NH2:12])(=[O:5])=[O:4])[CH3:2], predict the reactants needed to synthesize it. The reactants are: [CH2:1]([S:3]([C:6]1[CH:11]=[CH:10][CH:9]=[C:8]([N+:12]([O-])=O)[CH:7]=1)(=[O:5])=[O:4])[CH3:2].[H][H]. (5) Given the product [N+:20]([C:23]1[CH:24]=[CH:25][C:26]([C:27]([N:1]2[C@H:10]3[C@@H:5]([CH2:6][CH2:7][CH2:8][CH2:9]3)[CH2:4][CH2:3][CH2:2]2)=[O:28])=[CH:30][CH:31]=1)([O-:22])=[O:21], predict the reactants needed to synthesize it. The reactants are: [NH:1]1[CH:10]2[CH:5]([CH2:6][CH2:7][CH2:8][CH2:9]2)[CH2:4][CH2:3][CH2:2]1.C(N(C(C)C)CC)(C)C.[N+:20]([C:23]1[CH:31]=[CH:30][C:26]([C:27](Cl)=[O:28])=[CH:25][CH:24]=1)([O-:22])=[O:21]. (6) Given the product [Cl:12][C:13]1[CH:18]=[CH:17][C:16]([NH:19][C:20]([O:25][CH2:24][CH3:23])=[O:21])=[CH:15][CH:14]=1, predict the reactants needed to synthesize it. The reactants are: N1C=CC(N)=C(N)C=1.C(Cl)Cl.[Cl:12][C:13]1[CH:18]=[CH:17][C:16]([N:19]=[C:20]=[O:21])=[CH:15][CH:14]=1.C1C[O:25][CH2:24][CH2:23]1. (7) Given the product [F:1][C:2]([F:9])([F:8])[C:3]1[N:4]=[CH:5][N:6]([CH2:19][O:18][CH2:17][CH2:16][Si:13]([CH3:15])([CH3:14])[CH3:12])[CH:7]=1, predict the reactants needed to synthesize it. The reactants are: [F:1][C:2]([F:9])([F:8])[C:3]1[N:4]=[CH:5][NH:6][CH:7]=1.[H-].[Na+].[CH3:12][Si:13]([CH2:16][CH2:17][O:18][CH2:19]Cl)([CH3:15])[CH3:14]. (8) The reactants are: CS(O[CH2:6][CH:7]([CH3:28])[CH:8]([C:21]1[CH:26]=[CH:25][C:24]([Cl:27])=[CH:23][CH:22]=1)[C:9]1[C:17]2[C:12](=[C:13]([CH2:18][S:19][CH3:20])[CH:14]=[CH:15][CH:16]=2)[NH:11][CH:10]=1)(=O)=O.Br[C:30]1SC(C(C2C3C(=C(CSC)C=CC=3)NC=2)CCC#N)=C[N:34]=1. Given the product [Cl:27][C:24]1[CH:25]=[CH:26][C:21]([CH:8]([C:9]2[C:17]3[C:12](=[C:13]([CH2:18][S:19][CH3:20])[CH:14]=[CH:15][CH:16]=3)[NH:11][CH:10]=2)[CH:7]([CH3:28])[CH2:6][C:30]#[N:34])=[CH:22][CH:23]=1, predict the reactants needed to synthesize it. (9) Given the product [OH:10][CH2:9][CH2:11][N:12]1[C:2](=[O:8])[CH:1]2[CH:5]([CH2:6]2)[C:4]1=[O:7], predict the reactants needed to synthesize it. The reactants are: [CH:1]12[CH2:6][CH:5]1[C:4](=[O:7])O[C:2]2=[O:8].[CH2:9]([CH2:11][NH2:12])[OH:10].